From a dataset of Forward reaction prediction with 1.9M reactions from USPTO patents (1976-2016). Predict the product of the given reaction. (1) Given the reactants [C:1]([O:5][C:6]([N:8]1[CH2:12][CH2:11][CH2:10][C@H:9]1[CH:13]=O)=[O:7])([CH3:4])([CH3:3])[CH3:2].Cl.[NH2:16][OH:17].Cl, predict the reaction product. The product is: [OH:17][N:16]=[CH:13][C@@H:9]1[CH2:10][CH2:11][CH2:12][N:8]1[C:6]([O:5][C:1]([CH3:4])([CH3:3])[CH3:2])=[O:7]. (2) Given the reactants Br[C:2]1[CH:3]=[CH:4][C:5]2[NH:11][C:10](=[O:12])[CH2:9][O:8][C:7]([CH2:18][CH3:19])([C:13]3[S:14][CH:15]=[CH:16][CH:17]=3)[C:6]=2[CH:20]=1.Br[C:22]1[CH:23]=[C:24]([C:27]#[N:28])[O:25][CH:26]=1, predict the reaction product. The product is: [CH2:18]([C:7]1([C:13]2[S:14][CH:15]=[CH:16][CH:17]=2)[C:6]2[CH:20]=[C:2]([C:22]3[CH:23]=[C:24]([C:27]#[N:28])[O:25][CH:26]=3)[CH:3]=[CH:4][C:5]=2[NH:11][C:10](=[O:12])[CH2:9][O:8]1)[CH3:19]. (3) Given the reactants [CH:1]([C:4]1[CH:5]=[C:6]([CH:12]=[CH:13][CH:14]=1)[C:7]([O:9]CC)=O)([CH3:3])[CH3:2].[CH2:15]([Mg]Br)[CH:16]=[CH2:17].[CH2:20]1[CH2:24]OC[CH2:21]1, predict the reaction product. The product is: [CH:1]([C:4]1[CH:5]=[C:6]([C:7]([OH:9])([CH2:24][CH:20]=[CH2:21])[CH2:15][CH:16]=[CH2:17])[CH:12]=[CH:13][CH:14]=1)([CH3:2])[CH3:3].